Dataset: NCI-60 drug combinations with 297,098 pairs across 59 cell lines. Task: Regression. Given two drug SMILES strings and cell line genomic features, predict the synergy score measuring deviation from expected non-interaction effect. (1) Drug 1: C#CCC(CC1=CN=C2C(=N1)C(=NC(=N2)N)N)C3=CC=C(C=C3)C(=O)NC(CCC(=O)O)C(=O)O. Drug 2: C1=NC2=C(N1)C(=S)N=CN2. Cell line: MDA-MB-435. Synergy scores: CSS=38.7, Synergy_ZIP=-0.611, Synergy_Bliss=-2.08, Synergy_Loewe=-0.880, Synergy_HSA=-2.53. (2) Drug 1: C1=NC2=C(N=C(N=C2N1C3C(C(C(O3)CO)O)F)Cl)N. Drug 2: CN(C(=O)NC(C=O)C(C(C(CO)O)O)O)N=O. Cell line: OVCAR3. Synergy scores: CSS=0.865, Synergy_ZIP=-0.433, Synergy_Bliss=-5.39, Synergy_Loewe=-33.8, Synergy_HSA=-10.5. (3) Drug 1: CC(C1=C(C=CC(=C1Cl)F)Cl)OC2=C(N=CC(=C2)C3=CN(N=C3)C4CCNCC4)N. Drug 2: CC1=C(C(=CC=C1)Cl)NC(=O)C2=CN=C(S2)NC3=CC(=NC(=N3)C)N4CCN(CC4)CCO. Cell line: PC-3. Synergy scores: CSS=38.5, Synergy_ZIP=15.4, Synergy_Bliss=18.4, Synergy_Loewe=9.94, Synergy_HSA=19.8. (4) Drug 1: C1CCC(C1)C(CC#N)N2C=C(C=N2)C3=C4C=CNC4=NC=N3. Drug 2: C1CCN(CC1)CCOC2=CC=C(C=C2)C(=O)C3=C(SC4=C3C=CC(=C4)O)C5=CC=C(C=C5)O. Cell line: HCT-15. Synergy scores: CSS=3.72, Synergy_ZIP=0.105, Synergy_Bliss=4.37, Synergy_Loewe=2.19, Synergy_HSA=2.59. (5) Drug 1: CN1CCC(CC1)COC2=C(C=C3C(=C2)N=CN=C3NC4=C(C=C(C=C4)Br)F)OC. Drug 2: CC12CCC(CC1=CCC3C2CCC4(C3CC=C4C5=CN=CC=C5)C)O. Cell line: HOP-92. Synergy scores: CSS=16.1, Synergy_ZIP=1.49, Synergy_Bliss=1.90, Synergy_Loewe=-0.517, Synergy_HSA=2.88. (6) Drug 1: CC1=C(C(=CC=C1)Cl)NC(=O)C2=CN=C(S2)NC3=CC(=NC(=N3)C)N4CCN(CC4)CCO. Drug 2: C1C(C(OC1N2C=NC(=NC2=O)N)CO)O. Cell line: A549. Synergy scores: CSS=11.8, Synergy_ZIP=-3.27, Synergy_Bliss=1.45, Synergy_Loewe=0.820, Synergy_HSA=0.382. (7) Drug 1: CNC(=O)C1=CC=CC=C1SC2=CC3=C(C=C2)C(=NN3)C=CC4=CC=CC=N4. Drug 2: CNC(=O)C1=NC=CC(=C1)OC2=CC=C(C=C2)NC(=O)NC3=CC(=C(C=C3)Cl)C(F)(F)F. Cell line: U251. Synergy scores: CSS=43.7, Synergy_ZIP=0.259, Synergy_Bliss=-1.83, Synergy_Loewe=-2.03, Synergy_HSA=-1.58. (8) Drug 1: CCC1(CC2CC(C3=C(CCN(C2)C1)C4=CC=CC=C4N3)(C5=C(C=C6C(=C5)C78CCN9C7C(C=CC9)(C(C(C8N6C=O)(C(=O)OC)O)OC(=O)C)CC)OC)C(=O)OC)O.OS(=O)(=O)O. Drug 2: CCC1(C2=C(COC1=O)C(=O)N3CC4=CC5=C(C=CC(=C5CN(C)C)O)N=C4C3=C2)O.Cl. Cell line: UACC62. Synergy scores: CSS=42.7, Synergy_ZIP=-1.22, Synergy_Bliss=-0.849, Synergy_Loewe=-16.2, Synergy_HSA=-0.708.